Dataset: Forward reaction prediction with 1.9M reactions from USPTO patents (1976-2016). Task: Predict the product of the given reaction. (1) Given the reactants C(O[CH:4](OCC)[C:5]1[CH:10]=[CH:9][C:8]([CH2:11][N:12]([CH3:20])[C:13](=[O:19])[O:14][C:15]([CH3:18])([CH3:17])[CH3:16])=[CH:7][CH:6]=1)C.[O-]S([O-])(=O)=O.[Na+].[Na+].Cl.[NH2:32][OH:33], predict the reaction product. The product is: [OH:33][N:32]=[CH:4][C:5]1[CH:10]=[CH:9][C:8]([CH2:11][N:12]([CH3:20])[C:13](=[O:19])[O:14][C:15]([CH3:18])([CH3:17])[CH3:16])=[CH:7][CH:6]=1. (2) Given the reactants C([O:4][C:5]1[CH:10]=[C:9]([C:11]#[N:12])[C:8](Br)=[C:7]([C:14]#[N:15])[C:6]=1[O:16]C(=O)C)(=O)C.[O:20]1[C:24]2[CH:25]=[CH:26][C:27](B(O)O)=[CH:28][C:23]=2[CH2:22][CH2:21]1, predict the reaction product. The product is: [O:20]1[C:24]2[CH:25]=[CH:26][C:27]([C:8]3[C:7]([C:14]#[N:15])=[C:6]([OH:16])[C:5]([OH:4])=[CH:10][C:9]=3[C:11]#[N:12])=[CH:28][C:23]=2[CH2:22][CH2:21]1. (3) The product is: [CH3:8][O:9][C:10]1[C:15]([CH3:16])=[CH:14][N:13]=[C:12]([CH2:17][NH:6][CH2:5][C:4]([O:3][CH3:2])=[O:7])[C:11]=1[CH3:19]. Given the reactants Cl.[CH3:2][O:3][C:4](=[O:7])[CH2:5][NH2:6].[CH3:8][O:9][C:10]1[C:15]([CH3:16])=[CH:14][N:13]=[C:12]([CH:17]=O)[C:11]=1[CH3:19].C(N(CC)CC)C.C(O[BH-](OC(=O)C)OC(=O)C)(=O)C.[Na+].C([O-])(O)=O.[Na+], predict the reaction product. (4) Given the reactants [Cl:1][C:2]1[CH:29]=[CH:28][C:5]2[N:6]([C@@H:23]3[CH2:27][CH2:26][NH:25][CH2:24]3)[C:7]([CH2:9][N:10]3[C:14]4=[CH:15][N:16]=[CH:17][CH:18]=[C:13]4[C:12]([S:19]([CH3:22])(=[O:21])=[O:20])=[N:11]3)=[N:8][C:4]=2[CH:3]=1.Br[CH2:31][CH2:32][OH:33].C([O-])([O-])=O.[Cs+].[Cs+], predict the reaction product. The product is: [Cl:1][C:2]1[CH:29]=[CH:28][C:5]2[N:6]([C@@H:23]3[CH2:27][CH2:26][N:25]([CH2:31][CH2:32][OH:33])[CH2:24]3)[C:7]([CH2:9][N:10]3[C:14]4=[CH:15][N:16]=[CH:17][CH:18]=[C:13]4[C:12]([S:19]([CH3:22])(=[O:20])=[O:21])=[N:11]3)=[N:8][C:4]=2[CH:3]=1. (5) Given the reactants [CH3:1][O:2][C:3]([C:5]1[C:10]([Cl:11])=[C:9]([NH2:12])[N:8]=[C:7](Cl)[N:6]=1)=[O:4].[Cl:14][C:15]1[CH:20]=[CH:19][C:18](B2OCCCO2)=[C:17]([F:27])[C:16]=1[O:28][CH3:29].[F-].[Cs+], predict the reaction product. The product is: [CH3:1][O:2][C:3]([C:5]1[C:10]([Cl:11])=[C:9]([NH2:12])[N:8]=[C:7]([C:18]2[CH:19]=[CH:20][C:15]([Cl:14])=[C:16]([O:28][CH3:29])[C:17]=2[F:27])[N:6]=1)=[O:4].